This data is from Reaction yield outcomes from USPTO patents with 853,638 reactions. The task is: Predict the reaction yield, written as a fraction of the theoretical maximum amount of product (1.0 means a 100% yield; for example, 0.34 means a 34% yield). (1) The reactants are C([S:4][CH:5]1[CH2:8][N:7]([C:9]2[S:10][CH:11]=[C:12]([C:14]([O:16][CH2:17][CH3:18])=[O:15])[N:13]=2)[CH2:6]1)(=O)C.C(O)(=O)C.NN.C1(P(O[C:40]2[C@H:41]([CH3:64])[C@H:42]3[C@@H:59]([C@H:60]([OH:62])[CH3:61])[C:58](=[O:63])[N:43]3[C:44]=2[C:45]([O:47][CH2:48][C:49]2[CH:54]=[CH:53][C:52]([N+:55]([O-:57])=[O:56])=[CH:51][CH:50]=2)=[O:46])(C2C=CC=CC=2)=O)C=CC=CC=1.C(N(C(C)C)CC)(C)C.C(=O)([O-])O.[Na+]. The catalyst is CN(C)C=O.C(#N)C.C(OCC)(=O)C. The product is [CH2:17]([O:16][C:14]([C:12]1[N:13]=[C:9]([N:7]2[CH2:6][CH:5]([S:4][C:40]3[C@H:41]([CH3:64])[C@@H:42]4[C@@H:59]([C@H:60]([OH:62])[CH3:61])[C:58](=[O:63])[N:43]4[C:44]=3[C:45]([O:47][CH2:48][C:49]3[CH:54]=[CH:53][C:52]([N+:55]([O-:57])=[O:56])=[CH:51][CH:50]=3)=[O:46])[CH2:8]2)[S:10][CH:11]=1)=[O:15])[CH3:18]. The yield is 0.750. (2) The yield is 0.990. The reactants are [I:1][C:2]1[CH:3]=[C:4]([CH:8]=[CH:9][C:10]=1[OH:11])[C:5]([OH:7])=O.C(Cl)CCl.C1C=CC2N(O)N=NC=2C=1.CCN(C(C)C)C(C)C.[C:35]1([CH2:41][CH2:42][CH2:43][CH2:44][CH2:45][CH2:46][CH2:47][CH2:48][NH2:49])[CH:40]=[CH:39][CH:38]=[CH:37][CH:36]=1. The product is [C:35]1([CH2:41][CH2:42][CH2:43][CH2:44][CH2:45][CH2:46][CH2:47][CH2:48][NH:49][C:5](=[O:7])[C:4]2[CH:8]=[CH:9][C:10]([OH:11])=[C:2]([I:1])[CH:3]=2)[CH:40]=[CH:39][CH:38]=[CH:37][CH:36]=1. The catalyst is CN(C=O)C.O.